The task is: Predict the reactants needed to synthesize the given product.. This data is from Full USPTO retrosynthesis dataset with 1.9M reactions from patents (1976-2016). (1) Given the product [C:1]([C:5]1[N:6]=[C:7]([N:22]2[CH2:23][CH2:24][CH2:28][C@@H:27]2[CH2:26][OH:25])[C:8]2[N:13]=[N:12][N:11]([CH2:14][C:15]3[CH:20]=[CH:19][CH:18]=[CH:17][C:16]=3[Cl:21])[C:9]=2[N:10]=1)([CH3:4])([CH3:2])[CH3:3], predict the reactants needed to synthesize it. The reactants are: [C:1]([C:5]1[N:6]=[C:7]([N:22]2[CH2:27][CH2:26][O:25][CH2:24][CH2:23]2)[C:8]2[N:13]=[N:12][N:11]([CH2:14][C:15]3[CH:20]=[CH:19][CH:18]=[CH:17][C:16]=3[Cl:21])[C:9]=2[N:10]=1)([CH3:4])([CH3:3])[CH3:2].[C:28](C1N=C(Cl)C2N=NN(CC3C=CC=CC=3Cl)C=2N=1)(C)(C)C.N1CCC[C@@H]1CO. (2) Given the product [CH2:13]([O:12][C:11]([NH:10][C@H:7]1[CH2:8][CH2:9][N:4]([C:1]2[S:3][CH:24]=[C:25]([CH2:26][C:27]([O:29][CH2:30][CH3:31])=[O:28])[N:2]=2)[CH2:5][C@H:6]1[O:21][CH3:22])=[O:20])[C:14]1[CH:15]=[CH:16][CH:17]=[CH:18][CH:19]=1, predict the reactants needed to synthesize it. The reactants are: [C:1]([N:4]1[CH2:9][CH2:8][C@H:7]([NH:10][C:11](=[O:20])[O:12][CH2:13][C:14]2[CH:19]=[CH:18][CH:17]=[CH:16][CH:15]=2)[C@H:6]([O:21][CH3:22])[CH2:5]1)(=[S:3])[NH2:2].Cl[CH2:24][C:25](=O)[CH2:26][C:27]([O:29][CH2:30][CH3:31])=[O:28]. (3) Given the product [CH2:44]([S:42]([C:10]1[CH:11]=[C:12]([CH:40]=[CH:41][C:9]=1[OH:8])[O:13][CH2:14][C@@H:15]([OH:39])[CH2:16][NH:17][C@H:18]1[CH2:23][CH2:22][C@H:21]([C:24]2[CH:25]=[CH:26][C:27]([O:28][C:29]([CH3:35])([CH3:36])[C:30]([O:32][CH2:33][CH3:34])=[O:31])=[CH:37][CH:38]=2)[CH2:20][CH2:19]1)=[O:43])[CH2:45][CH2:46][CH3:47], predict the reactants needed to synthesize it. The reactants are: C([O:8][C:9]1[CH:41]=[CH:40][C:12]([O:13][CH2:14][C@@H:15]([OH:39])[CH2:16][NH:17][C@H:18]2[CH2:23][CH2:22][C@H:21]([C:24]3[CH:38]=[CH:37][C:27]([O:28][C:29]([CH3:36])([CH3:35])[C:30]([O:32][CH2:33][CH3:34])=[O:31])=[CH:26][CH:25]=3)[CH2:20][CH2:19]2)=[CH:11][C:10]=1[S:42]([CH2:44][CH2:45][CH2:46][CH3:47])=[O:43])C1C=CC=CC=1. (4) Given the product [Cl:1][C:2]1[N:7]2[N:8]=[C:9]([C:11]3[CH:16]=[CH:15][CH:14]=[C:13]([Cl:17])[CH:12]=3)[CH:10]=[C:6]2[N:5]=[C:4]([CH3:18])[C:3]=1[CH:19]([OH:42])[C:20]([O:22][CH3:23])=[O:21], predict the reactants needed to synthesize it. The reactants are: [Cl:1][C:2]1[N:7]2[N:8]=[C:9]([C:11]3[CH:16]=[CH:15][CH:14]=[C:13]([Cl:17])[CH:12]=3)[CH:10]=[C:6]2[N:5]=[C:4]([CH3:18])[C:3]=1[CH2:19][C:20]([O:22][CH3:23])=[O:21].C[Si]([N-][Si](C)(C)C)(C)C.[K+].C1(C2[O:42]N2S(C2C=CC=CC=2)(=O)=O)C=CC=CC=1.